Dataset: Catalyst prediction with 721,799 reactions and 888 catalyst types from USPTO. Task: Predict which catalyst facilitates the given reaction. Reactant: C[O:2][C:3]([C:5]1[CH:10]=[CH:9][C:8]([Br:11])=[CH:7][N:6]=1)=O.O.[NH2:13][NH2:14]. Product: [Br:11][C:8]1[CH:9]=[CH:10][C:5]([C:3]([NH:13][NH2:14])=[O:2])=[N:6][CH:7]=1. The catalyst class is: 5.